This data is from Forward reaction prediction with 1.9M reactions from USPTO patents (1976-2016). The task is: Predict the product of the given reaction. (1) The product is: [Cl:10][C:7]1[CH:8]=[CH:9][C:2]([F:1])=[C:3]([CH:6]=1)[CH2:4][NH:5][C:14](=[O:15])[CH:13]([O:18][CH3:19])[O:12][CH3:11]. Given the reactants [F:1][C:2]1[CH:9]=[CH:8][C:7]([Cl:10])=[CH:6][C:3]=1[CH2:4][NH2:5].[CH3:11][O:12][CH:13]([O:18][CH3:19])[C:14](OC)=[O:15], predict the reaction product. (2) Given the reactants [CH3:1][NH:2][CH2:3][C:4]1[CH:9]=[CH:8][C:7]([C:10]([N:12]2[CH2:18][C:17]3([CH3:20])[CH2:19][CH:13]2[CH2:14][C:15]([CH3:22])([CH3:21])[CH2:16]3)=[O:11])=[CH:6][CH:5]=1.[C:23](Cl)(=[O:30])[C:24]1[CH:29]=[CH:28][CH:27]=[CH:26][CH:25]=1, predict the reaction product. The product is: [CH3:1][N:2]([CH2:3][C:4]1[CH:9]=[CH:8][C:7]([C:10]([N:12]2[CH2:18][C:17]3([CH3:20])[CH2:19][CH:13]2[CH2:14][C:15]([CH3:22])([CH3:21])[CH2:16]3)=[O:11])=[CH:6][CH:5]=1)[C:23](=[O:30])[C:24]1[CH:29]=[CH:28][CH:27]=[CH:26][CH:25]=1. (3) Given the reactants Cl[C:2]1[N:7]=[C:6]([CH2:8][O:9][CH2:10][C:11]2([C:24]3[CH:29]=[CH:28][CH:27]=[CH:26][CH:25]=3)[CH2:16][CH2:15][N:14](C(OC(C)(C)C)=O)[CH2:13][CH2:12]2)[CH:5]=[C:4]([C:30]([F:33])([F:32])[F:31])[CH:3]=1.CC(C)([O-])C.[Na+].[CH3:40][N:41]1[CH2:46][CH2:45][NH:44][CH2:43][CH2:42]1.CN(C)C=O, predict the reaction product. The product is: [CH3:40][N:41]1[CH2:46][CH2:45][N:44]([C:2]2[CH:3]=[C:4]([C:30]([F:32])([F:33])[F:31])[CH:5]=[C:6]([CH2:8][O:9][CH2:10][C:11]3([C:24]4[CH:29]=[CH:28][CH:27]=[CH:26][CH:25]=4)[CH2:12][CH2:13][NH:14][CH2:15][CH2:16]3)[N:7]=2)[CH2:43][CH2:42]1. (4) Given the reactants [Si]([O:8][C:9]1[CH:10]=[CH:11][C:12]([N:32]2[C:36](=[O:37])[C:35]3=[CH:38][CH:39]=CC=[C:34]3[C:33]2=O)=[C:13]([CH:31]=1)[NH:14][C:15]([O:17][CH2:18][CH:19]1[CH2:24][CH2:23][N:22](C2C=CN=CC=2)[CH2:21][CH2:20]1)=[O:16])(C(C)(C)C)(C)C.[CH2:43]([Cl:45])Cl, predict the reaction product. The product is: [Cl:45][C:43]1[CH:39]=[CH:38][C:35]([C:36]([NH:32][C:12]2[C:13]([NH:14][C:15]([O:17][CH:18]([CH:19]3[CH2:24][CH2:23][NH:22][CH2:21][CH2:20]3)[C:19]3[CH:20]=[CH:21][N:22]=[CH:23][CH:24]=3)=[O:16])=[CH:31][C:9]([OH:8])=[CH:10][CH:11]=2)=[O:37])=[CH:34][CH:33]=1.